Dataset: NCI-60 drug combinations with 297,098 pairs across 59 cell lines. Task: Regression. Given two drug SMILES strings and cell line genomic features, predict the synergy score measuring deviation from expected non-interaction effect. Drug 1: CC1CCC2CC(C(=CC=CC=CC(CC(C(=O)C(C(C(=CC(C(=O)CC(OC(=O)C3CCCCN3C(=O)C(=O)C1(O2)O)C(C)CC4CCC(C(C4)OC)OCCO)C)C)O)OC)C)C)C)OC. Drug 2: C1CC(=O)NC(=O)C1N2C(=O)C3=CC=CC=C3C2=O. Cell line: HOP-62. Synergy scores: CSS=19.8, Synergy_ZIP=-4.41, Synergy_Bliss=3.66, Synergy_Loewe=-16.6, Synergy_HSA=1.50.